This data is from Catalyst prediction with 721,799 reactions and 888 catalyst types from USPTO. The task is: Predict which catalyst facilitates the given reaction. (1) Reactant: C(O[BH-](OC(=O)C)OC(=O)C)(=O)C.[Na+].[NH2:15][CH:16]1[CH2:21][CH2:20][N:19]([C:22]([O:24][C:25]([CH3:28])([CH3:27])[CH3:26])=[O:23])[CH2:18][CH2:17]1.[Cl:29][C:30]1[N:31]=[CH:32][S:33][C:34]=1[CH:35]=O.C(O)(=O)C.[OH-].[Na+]. Product: [C:25]([O:24][C:22]([N:19]1[CH2:18][CH2:17][CH:16]([NH:15][CH2:35][C:34]2[S:33][CH:32]=[N:31][C:30]=2[Cl:29])[CH2:21][CH2:20]1)=[O:23])([CH3:28])([CH3:27])[CH3:26]. The catalyst class is: 26. (2) Reactant: [Br:1][C:2]1[CH2:6][CH:5]([C:7]([O:9][CH3:10])=[O:8])[N:4]([C:11]2[CH:16]=[CH:15][CH:14]=[CH:13][C:12]=2[Cl:17])[N:3]=1.[Mn]([O-])(=O)(=O)=O.[K+]. Product: [Br:1][C:2]1[CH:6]=[C:5]([C:7]([O:9][CH3:10])=[O:8])[N:4]([C:11]2[CH:16]=[CH:15][CH:14]=[CH:13][C:12]=2[Cl:17])[N:3]=1. The catalyst class is: 21. (3) Reactant: I[C:2]1[CH:3]=[N:4][N:5]([CH2:7][CH2:8][C@@:9]([CH3:19])([S:15]([CH3:18])(=[O:17])=[O:16])[C:10]([O:12][CH2:13][CH3:14])=[O:11])[CH:6]=1.[C:20]1(B(O)O)[CH2:24][CH2:23][CH2:22][CH:21]=1.P([O-])([O-])([O-])=O.[K+].[K+].[K+]. Product: [C:20]1([C:2]2[CH:3]=[N:4][N:5]([CH2:7][CH2:8][C@@:9]([CH3:19])([S:15]([CH3:18])(=[O:17])=[O:16])[C:10]([O:12][CH2:13][CH3:14])=[O:11])[CH:6]=2)[CH2:24][CH2:23][CH2:22][CH:21]=1. The catalyst class is: 235. (4) Reactant: [F:1][C:2]1[CH:7]=[CH:6][C:5]([C:8]2[CH2:13][CH2:12][N:11]([C:14]3[N:19]=[CH:18][N:17]([CH2:20][C:21]4[CH:26]=[CH:25][C:24]([OH:27])=[CH:23][CH:22]=4)[C:16](=[O:28])[N:15]=3)[CH2:10][CH:9]=2)=[CH:4][CH:3]=1.C(=O)([O-])[O-].[Cs+].[Cs+].FC(F)(F)S(O[CH2:41][C:42]([F:45])([F:44])[F:43])(=O)=O. Product: [F:1][C:2]1[CH:7]=[CH:6][C:5]([C:8]2[CH2:13][CH2:12][N:11]([C:14]3[N:19]=[CH:18][N:17]([CH2:20][C:21]4[CH:22]=[CH:23][C:24]([O:27][CH2:41][C:42]([F:45])([F:44])[F:43])=[CH:25][CH:26]=4)[C:16](=[O:28])[N:15]=3)[CH2:10][CH:9]=2)=[CH:4][CH:3]=1. The catalyst class is: 9. (5) The catalyst class is: 93. Reactant: [C:1]([O:4][CH2:5][CH2:6][O:7][C:8]1[C:12](I)=[C:11]([N:14]([S:21]([C:24]2[CH:29]=[CH:28][C:27]([C:30]([CH3:33])([CH3:32])[CH3:31])=[CH:26][CH:25]=2)(=[O:23])=[O:22])[CH2:15][O:16][CH2:17][CH2:18][O:19][CH3:20])[N:10]([CH3:34])[N:9]=1)(=[O:3])[CH3:2].C(O)C.C(=O)([O-])[O-].[Cs+].[Cs+].[F:44][C:45]([F:56])([F:55])[C:46]1[CH:51]=[CH:50][C:49](B(O)O)=[CH:48][CH:47]=1. Product: [C:1]([O:4][CH2:5][CH2:6][O:7][C:8]1[C:12]([C:49]2[CH:50]=[CH:51][C:46]([C:45]([F:56])([F:55])[F:44])=[CH:47][CH:48]=2)=[C:11]([N:14]([S:21]([C:24]2[CH:29]=[CH:28][C:27]([C:30]([CH3:33])([CH3:32])[CH3:31])=[CH:26][CH:25]=2)(=[O:23])=[O:22])[CH2:15][O:16][CH2:17][CH2:18][O:19][CH3:20])[N:10]([CH3:34])[N:9]=1)(=[O:3])[CH3:2]. (6) The catalyst class is: 4. Reactant: B(Br)(Br)Br.C[O:6][C:7]1[CH:8]=[C:9]2[C:14](=[CH:15][CH:16]=1)[O:13][C:12]([C:17]1[CH:22]=[CH:21][C:20]([N:23]([CH3:25])[CH3:24])=[CH:19][CH:18]=1)=[CH:11][C:10]2=[O:26]. Product: [OH:6][C:7]1[CH:8]=[C:9]2[C:14](=[CH:15][CH:16]=1)[O:13][C:12]([C:17]1[CH:22]=[CH:21][C:20]([N:23]([CH3:24])[CH3:25])=[CH:19][CH:18]=1)=[CH:11][C:10]2=[O:26].